From a dataset of Full USPTO retrosynthesis dataset with 1.9M reactions from patents (1976-2016). Predict the reactants needed to synthesize the given product. (1) Given the product [OH:2][CH:1]([C:3]1([CH2:16][CH2:17][O:18][Si:19]([C:22]([CH3:25])([CH3:24])[CH3:23])([CH3:20])[CH3:21])[CH2:4][CH2:5][N:6]([C:9]([O:11][C:12]([CH3:14])([CH3:15])[CH3:13])=[O:10])[CH2:7][CH2:8]1)[CH3:28], predict the reactants needed to synthesize it. The reactants are: [CH:1]([C:3]1([CH2:16][CH2:17][O:18][Si:19]([C:22]([CH3:25])([CH3:24])[CH3:23])([CH3:21])[CH3:20])[CH2:8][CH2:7][N:6]([C:9]([O:11][C:12]([CH3:15])([CH3:14])[CH3:13])=[O:10])[CH2:5][CH2:4]1)=[O:2].C[Li].[C:28](=O)(O)[O-].[Na+]. (2) Given the product [Cl:14][C:7]1[C:6](=[O:13])[NH:5][C:4]([CH:1]2[CH2:2][CH2:3]2)=[N:9][C:8]=1[C:10]([OH:12])=[O:11], predict the reactants needed to synthesize it. The reactants are: [CH:1]1([C:4]2[NH:5][C:6](=[O:13])[CH:7]=[C:8]([C:10]([OH:12])=[O:11])[N:9]=2)[CH2:3][CH2:2]1.[ClH:14].Cl[O-].[Na+].S(=O)(O)[O-].[Na+].[OH-].[Na+]. (3) Given the product [CH3:11][S:8]([C:5]1[CH:6]=[CH:7][C:2]([N:17]2[CH2:16][CH2:15][NH:14][C@@H:13]([CH3:12])[CH2:18]2)=[CH:3][CH:4]=1)(=[O:10])=[O:9], predict the reactants needed to synthesize it. The reactants are: F[C:2]1[CH:7]=[CH:6][C:5]([S:8]([CH3:11])(=[O:10])=[O:9])=[CH:4][CH:3]=1.[CH3:12][C@H:13]1[CH2:18][NH:17][CH2:16][CH2:15][NH:14]1.C(Cl)Cl. (4) Given the product [Cl:23][C:10]1[CH:9]=[C:8]([NH:7][CH2:6][C:3]2[S:4][CH:5]=[CH:1][CH:2]=2)[C:13]([C:14]2[N:15]([CH2:29][O:28][C:24]([CH2:25][CH3:26])=[O:27])[N:16]=[N:17][N:18]=2)=[CH:12][C:11]=1[S:19]([NH2:22])(=[O:21])=[O:20], predict the reactants needed to synthesize it. The reactants are: [CH:1]1[CH:2]=[C:3]([CH2:6][NH:7][C:8]2[C:13]([C:14]3[N:18]=[N:17][NH:16][N:15]=3)=[CH:12][C:11]([S:19]([NH2:22])(=[O:21])=[O:20])=[C:10]([Cl:23])[CH:9]=2)[S:4][CH:5]=1.[C:24]([O:28][CH2:29]Cl)(=[O:27])[CH2:25][CH3:26].C(N(CC)CC)C.[I-].[Na+]. (5) Given the product [Br:13][CH2:7][C:6]1[N:5]([CH3:8])[N:4]([CH:9]([CH3:10])[CH3:11])[C:3](=[O:12])[C:2]=1[Cl:1], predict the reactants needed to synthesize it. The reactants are: [Cl:1][C:2]1[C:3](=[O:12])[N:4]([CH:9]([CH3:11])[CH3:10])[N:5]([CH3:8])[C:6]=1[CH3:7].[Br:13]N1C(=O)CCC1=O. (6) The reactants are: C(=O)=O.CO.[OH:6][CH:7]([CH2:21][OH:22])[CH2:8][CH2:9][NH:10][C:11](=[O:20])[O:12][CH2:13][C:14]1[CH:19]=[CH:18][CH:17]=[CH:16][CH:15]=1. Given the product [CH2:13]([O:12][C:11](=[O:20])[NH:10][CH2:9][CH2:8][C@H:7]([OH:6])[CH2:21][OH:22])[C:14]1[CH:15]=[CH:16][CH:17]=[CH:18][CH:19]=1, predict the reactants needed to synthesize it. (7) Given the product [CH3:15][C:16]1[C:17]([C:2]2[CH:7]=[CH:6][C:5]([C:8]3[O:9][C:10]([CH3:13])=[N:11][N:12]=3)=[CH:4][C:3]=2[CH3:14])=[CH:18][C:19]([NH:22][C:23]([C:25]2[CH:29]=[CH:28][S:27][CH:26]=2)=[O:24])=[CH:20][CH:21]=1, predict the reactants needed to synthesize it. The reactants are: Br[C:2]1[CH:7]=[CH:6][C:5]([C:8]2[O:9][C:10]([CH3:13])=[N:11][N:12]=2)=[CH:4][C:3]=1[CH3:14].[CH3:15][C:16]1[CH:21]=[CH:20][C:19]([NH:22][C:23]([C:25]2[CH:29]=[CH:28][S:27][CH:26]=2)=[O:24])=[CH:18][C:17]=1B1OC(C)(C)C(C)(C)O1. (8) Given the product [CH3:1][CH:2]([CH3:20])[CH2:3][CH2:4][NH:5][C:6]([C:8]1[N:9]=[N:10][C:11]([N:14]2[CH2:19][CH2:18][N:17]([C:24](=[O:25])[C:23]3[CH:27]=[C:28]([Cl:31])[CH:29]=[CH:30][C:22]=3[Cl:21])[CH2:16][CH2:15]2)=[CH:12][CH:13]=1)=[O:7], predict the reactants needed to synthesize it. The reactants are: [CH3:1][CH:2]([CH3:20])[CH2:3][CH2:4][NH:5][C:6]([C:8]1[N:9]=[N:10][C:11]([N:14]2[CH2:19][CH2:18][NH:17][CH2:16][CH2:15]2)=[CH:12][CH:13]=1)=[O:7].[Cl:21][C:22]1[CH:30]=[CH:29][C:28]([Cl:31])=[CH:27][C:23]=1[C:24](O)=[O:25].N12CCCN=C1CCCCC2.CN(C)CCCN=C=NCC. (9) Given the product [NH:1]1[C:5]2[CH:6]=[CH:7][C:8]([C:10]#[N:13])=[CH:9][C:4]=2[N:3]=[N:2]1, predict the reactants needed to synthesize it. The reactants are: [NH:1]1[C:5]2[CH:6]=[CH:7][C:8]([C:10](O)=O)=[CH:9][C:4]=2[N:3]=[N:2]1.[NH2:13]C(N)=O.S(=O)(=O)(O)N. (10) Given the product [Cl:1][C:2]1[CH:9]=[CH:8][C:5]([C:6]#[N:7])=[C:4]([C:10]2[C:15]([O:16][CH3:17])=[CH:14][N:13]([CH:26]([CH2:25][CH:21]3[CH2:22][CH2:23][CH2:24]3)[C:27]([O:29][CH2:30][CH3:31])=[O:28])[C:12](=[O:18])[CH:11]=2)[CH:3]=1, predict the reactants needed to synthesize it. The reactants are: [Cl:1][C:2]1[CH:9]=[CH:8][C:5]([C:6]#[N:7])=[C:4]([C:10]2[C:15]([O:16][CH3:17])=[CH:14][NH:13][C:12](=[O:18])[CH:11]=2)[CH:3]=1.[H-].[Na+].[CH:21]1([CH2:25][CH:26](OS(C(F)(F)F)(=O)=O)[C:27]([O:29][CH2:30][CH3:31])=[O:28])[CH2:24][CH2:23][CH2:22]1.